From a dataset of Full USPTO retrosynthesis dataset with 1.9M reactions from patents (1976-2016). Predict the reactants needed to synthesize the given product. (1) Given the product [CH:6]([C:8]1[CH:13]=[CH:12][CH:11]=[CH:10][N:9]=1)([CH3:1])[CH3:7], predict the reactants needed to synthesize it. The reactants are: [CH2:1]([Li])CCC.[CH2:6]([C:8]1[CH:13]=[CH:12][CH:11]=[CH:10][N:9]=1)[CH3:7].CI. (2) The reactants are: C[O:2][C:3]([C:5]1([N:8]2[C:12]3[N:13]=[CH:14][N:15]=[CH:16][C:11]=3[CH:10]=[CH:9]2)[CH2:7][CH2:6]1)=O.[BH4-].[Na+]. Given the product [N:13]1[C:12]2[N:8]([C:5]3([CH2:3][OH:2])[CH2:6][CH2:7]3)[CH:9]=[CH:10][C:11]=2[CH:16]=[N:15][CH:14]=1, predict the reactants needed to synthesize it. (3) Given the product [Cl:1][C:2]1[CH:3]=[C:4]([CH:19]=[CH:20][C:21]=1[C:22]([N:60]1[CH2:61][CH2:62][N:57]([CH3:56])[C:58](=[O:63])[CH2:59]1)=[O:24])[C:5]([NH:7][CH2:8][C:9]1[NH:13][C:12]2[CH:14]=[CH:15][C:16]([Cl:18])=[CH:17][C:11]=2[N:10]=1)=[O:6], predict the reactants needed to synthesize it. The reactants are: [Cl:1][C:2]1[CH:3]=[C:4]([CH:19]=[CH:20][C:21]=1[C:22]([OH:24])=O)[C:5]([NH:7][CH2:8][C:9]1[NH:13][C:12]2[CH:14]=[CH:15][C:16]([Cl:18])=[CH:17][C:11]=2[N:10]=1)=[O:6].CN(C(ON1N=NC2C=CC=CC1=2)=[N+](C)C)C.[B-](F)(F)(F)F.C(N(C(C)C)CC)(C)C.[CH3:56][N:57]1[CH2:62][CH2:61][NH:60][CH2:59][C:58]1=[O:63].ClCl. (4) Given the product [NH2:32][C:31]1[CH:30]=[C:29]2[C:25]([C:26](=[CH:20][C:3]3[NH:4][C:5]4[CH2:10][CH2:9][N:8]([CH2:11][CH2:12][N:13]5[CH2:14][CH2:15][O:16][CH2:17][CH2:18]5)[C:7](=[O:19])[C:6]=4[C:2]=3[CH3:1])[C:27](=[O:33])[NH:28]2)=[CH:24][C:23]=1[F:22], predict the reactants needed to synthesize it. The reactants are: [CH3:1][C:2]1[C:6]2[C:7](=[O:19])[N:8]([CH2:11][CH2:12][N:13]3[CH2:18][CH2:17][O:16][CH2:15][CH2:14]3)[CH2:9][CH2:10][C:5]=2[NH:4][C:3]=1[CH:20]=O.[F:22][C:23]1[CH:24]=[C:25]2[C:29](=[CH:30][C:31]=1[NH2:32])[NH:28][C:27](=[O:33])[CH2:26]2. (5) Given the product [CH:15]1([NH:21][C:22]2[C:11]3([CH2:12][CH2:13][N:8]([C:1]([O:3][C:4]([CH3:7])([CH3:6])[CH3:5])=[O:2])[CH2:9][CH2:10]3)[N:29]([CH2:24][CH2:25][CH2:26][CH:27]=[CH2:28])[C:36](=[O:43])[N:37]=2)[CH2:20][CH2:19][CH2:18][CH2:17][CH2:16]1, predict the reactants needed to synthesize it. The reactants are: [C:1]([N:8]1[CH2:13][CH2:12][CH2:11][CH2:10][C:9]1=O)([O:3][C:4]([CH3:7])([CH3:6])[CH3:5])=[O:2].[CH:15]1([N+:21]#[C-:22])[CH2:20][CH2:19][CH2:18][CH2:17][CH2:16]1.Cl.[CH2:24]([NH2:29])[CH2:25][CH2:26][CH:27]=[CH2:28].[H-].[H-].[H-].[H-].[Li+].[Al+3].[C:36](CCC=C)#[N:37].C([O-])(O)=[O:43].[Na+]. (6) Given the product [CH2:34]([CH:30]([CH2:20][CH2:21][CH2:22][CH2:23][CH2:24][CH2:25][CH2:26][CH2:27][CH2:28][CH2:29][CH2:18][CH3:19])[C:31]([NH:1][C:2]1[CH:3]=[C:4]([CH:9]=[C:10]([NH:12][C:31](=[O:32])[CH:30]([CH2:20][CH2:21][CH2:22][CH2:23][CH2:24][CH2:25][CH2:26][CH2:27][CH2:28][CH3:29])[CH2:34][CH2:35][CH2:36][CH2:37][CH2:38][CH2:39][CH2:40][CH2:41][CH2:42][CH2:43][CH2:44][CH3:45])[CH:11]=1)[C:5]([O:7][CH3:8])=[O:6])=[O:32])[CH2:35][CH2:36][CH2:37][CH2:38][CH2:39][CH2:40][CH2:41][CH2:42][CH3:43], predict the reactants needed to synthesize it. The reactants are: [NH2:1][C:2]1[CH:3]=[C:4]([CH:9]=[C:10]([NH2:12])[CH:11]=1)[C:5]([O:7][CH3:8])=[O:6].C(N([CH2:18][CH3:19])CC)C.[CH2:20]([CH:30]([CH2:34][CH2:35][CH2:36][CH2:37][CH2:38][CH2:39][CH2:40][CH2:41][CH2:42][CH2:43][CH2:44][CH3:45])[C:31](Cl)=[O:32])[CH2:21][CH2:22][CH2:23][CH2:24][CH2:25][CH2:26][CH2:27][CH2:28][CH3:29]. (7) The reactants are: Cl[C:2]1[C:7]([CH3:8])=[C:6]([Cl:9])[N:5]=[CH:4][N:3]=1.[OH:10][CH:11]1[CH2:16][CH2:15][N:14]([C:17]([O:19][C:20]([CH3:23])([CH3:22])[CH3:21])=[O:18])[CH2:13][CH2:12]1.C[Si]([N-][Si](C)(C)C)(C)C.[Na+]. Given the product [Cl:9][C:6]1[N:5]=[CH:4][N:3]=[C:2]([O:10][CH:11]2[CH2:12][CH2:13][N:14]([C:17]([O:19][C:20]([CH3:23])([CH3:22])[CH3:21])=[O:18])[CH2:15][CH2:16]2)[C:7]=1[CH3:8], predict the reactants needed to synthesize it.